This data is from Peptide-MHC class II binding affinity with 134,281 pairs from IEDB. The task is: Regression. Given a peptide amino acid sequence and an MHC pseudo amino acid sequence, predict their binding affinity value. This is MHC class II binding data. (1) The peptide sequence is NEWITDFAGKTVWFV. The MHC is DRB1_1101 with pseudo-sequence DRB1_1101. The binding affinity (normalized) is 0.0606. (2) The peptide sequence is YIITPTNVSHIQSAVVSGRR. The MHC is HLA-DPA10103-DPB10401 with pseudo-sequence HLA-DPA10103-DPB10401. The binding affinity (normalized) is 0.619. (3) The peptide sequence is KKTRNMTMSMSMILVGV. The MHC is HLA-DQA10201-DQB10303 with pseudo-sequence HLA-DQA10201-DQB10303. The binding affinity (normalized) is 0.661. (4) The peptide sequence is TFWMGSHEVNGTWMI. The MHC is DRB1_0901 with pseudo-sequence DRB1_0901. The binding affinity (normalized) is 0.646. (5) The peptide sequence is RLKGVTCRPLKHKVE. The MHC is DRB1_1501 with pseudo-sequence DRB1_1501. The binding affinity (normalized) is 0.393. (6) The peptide sequence is RLCFSKSRSTLMYEI. The MHC is DRB1_0101 with pseudo-sequence DRB1_0101. The binding affinity (normalized) is 0.427. (7) The peptide sequence is ERKILRPRWIDARVYSDH. The MHC is DRB5_0101 with pseudo-sequence DRB5_0101. The binding affinity (normalized) is 0.0677.